Dataset: Reaction yield outcomes from USPTO patents with 853,638 reactions. Task: Predict the reaction yield, written as a fraction of the theoretical maximum amount of product (1.0 means a 100% yield; for example, 0.34 means a 34% yield). (1) The reactants are [F:1][C:2]1[CH:7]=[C:6]([O:8][CH3:9])[CH:5]=[C:4]([F:10])[C:3]=1[C:11]1[N:16]=[C:15]([C:17]([O:19]C)=[O:18])[CH:14]=[CH:13][C:12]=1[F:21].[Li+].[OH-]. The catalyst is C1COCC1.CO. The product is [F:1][C:2]1[CH:7]=[C:6]([O:8][CH3:9])[CH:5]=[C:4]([F:10])[C:3]=1[C:11]1[N:16]=[C:15]([C:17]([OH:19])=[O:18])[CH:14]=[CH:13][C:12]=1[F:21]. The yield is 0.840. (2) The reactants are CO[C:3](=[O:32])[CH:4]([C:15]1[N:19]2[CH:20]=[C:21]([CH3:24])[CH:22]=[CH:23][C:18]2=[N:17][C:16]=1[C:25]1[CH:30]=[CH:29][C:28]([CH3:31])=[CH:27][CH:26]=1)[CH2:5][CH2:6][CH2:7][NH:8]S(C(C)(C)C)=O.Cl. The catalyst is CO.CO.CCOC(C)=O. The product is [CH3:24][C:21]1[CH:22]=[CH:23][C:18]2[N:19]([C:15]([CH:4]3[CH2:5][CH2:6][CH2:7][NH:8][C:3]3=[O:32])=[C:16]([C:25]3[CH:30]=[CH:29][C:28]([CH3:31])=[CH:27][CH:26]=3)[N:17]=2)[CH:20]=1. The yield is 0.770. (3) The reactants are FC(F)(C(F)(F)F)C(F)(F)C(F)(F)S(O[C:9]1[C:17]2[C:12](=[CH:13][N:14]=[CH:15][CH:16]=2)[O:11][C:10]=1[C:18]([O:20][CH2:21][CH3:22])=[O:19])(=O)=O.[Br:32][C:33]1[CH:39]=[CH:38][C:36]([NH2:37])=[C:35]([F:40])[CH:34]=1.CC1(C)C2C(=C(P(C3C=CC=CC=3)C3C=CC=CC=3)C=CC=2)OC2C(P(C3C=CC=CC=3)C3C=CC=CC=3)=CC=CC1=2.C1CCN2C(=NCCC2)CC1. The catalyst is C1(C)C=CC=CC=1.C1C=CC(/C=C/C(/C=C/C2C=CC=CC=2)=O)=CC=1.C1C=CC(/C=C/C(/C=C/C2C=CC=CC=2)=O)=CC=1.C1C=CC(/C=C/C(/C=C/C2C=CC=CC=2)=O)=CC=1.[Pd].[Pd]. The product is [Br:32][C:33]1[CH:39]=[CH:38][C:36]([NH:37][C:9]2[C:17]3[C:12](=[CH:13][N:14]=[CH:15][CH:16]=3)[O:11][C:10]=2[C:18]([O:20][CH2:21][CH3:22])=[O:19])=[C:35]([F:40])[CH:34]=1. The yield is 0.570. (4) The reactants are N([O-])=O.[Na+].Cl.C(O)(=O)C.[CH:10]([C@@H:14]1[N:19]([CH3:20])[CH2:18][CH2:17][N:16]([C:21]([C:23]2[N:28]=[N:27][C:26]([C:29]([NH:31]N)=[O:30])=[C:25]([CH2:33][CH:34]([CH3:36])[CH3:35])[CH:24]=2)=[O:22])[CH2:15]1)([CH2:12][CH3:13])[CH3:11].C(=O)(O)[O-].[Na+].N[C@H:43]([CH2:47][OH:48])[CH:44]([CH3:46])[CH3:45]. The catalyst is O. The product is [OH:48][CH2:47][C@@H:43]([NH:31][C:29]([C:26]1[N:27]=[N:28][C:23]([C:21]([N:16]2[CH2:17][CH2:18][N:19]([CH3:20])[C@@H:14]([CH:10]([CH2:12][CH3:13])[CH3:11])[CH2:15]2)=[O:22])=[CH:24][C:25]=1[CH2:33][CH:34]([CH3:36])[CH3:35])=[O:30])[CH:44]([CH3:46])[CH3:45]. The yield is 0.860. (5) The reactants are [N:1]1([CH2:7][CH2:8][OH:9])[CH2:6][CH2:5][CH2:4][CH2:3][CH2:2]1.[H-].[Na+].Cl[C:13]1[CH:18]=[C:17]([NH:19][C@@H:20]2[CH2:25][CH2:24][C@H:23]([C:26]([O:28][CH3:29])=[O:27])[CH2:22][CH2:21]2)[C:16]([N+:30]([O-:32])=[O:31])=[CH:15][N:14]=1. The catalyst is C1COCC1. The product is [N+:30]([C:16]1[C:17]([NH:19][C@@H:20]2[CH2:21][CH2:22][C@H:23]([C:26]([O:28][CH3:29])=[O:27])[CH2:24][CH2:25]2)=[CH:18][C:13]([O:9][CH2:8][CH2:7][N:1]2[CH2:6][CH2:5][CH2:4][CH2:3][CH2:2]2)=[N:14][CH:15]=1)([O-:32])=[O:31]. The yield is 0.331. (6) The reactants are O1C=CC(C2C3C(=NC=C(N)C=3)NC=2)=C1.C([N:35]1[CH:39]=[C:38]([C:40]2[C:48]3[C:43](=[N:44][CH:45]=[C:46]([NH:49]C(=O)OC(C)(C)C)[CH:47]=3)[NH:42][CH:41]=2)[CH:37]=[N:36]1)(C1C=CC=CC=1)(C1C=CC=CC=1)C1C=CC=CC=1. No catalyst specified. The product is [NH:35]1[CH:39]=[C:38]([C:40]2[C:48]3[C:43](=[N:44][CH:45]=[C:46]([NH2:49])[CH:47]=3)[NH:42][CH:41]=2)[CH:37]=[N:36]1. The yield is 0.110. (7) The reactants are Br[C:2]1[CH:3]=[C:4]([N:11]2[CH2:16][CH2:15][N:14]([CH3:17])[CH2:13][CH2:12]2)[CH:5]=[CH:6][C:7]=1[N+:8]([O-:10])=[O:9].C([O-])([O-])=O.[K+].[K+].CC1(C)C(C)(C)OB([C:32]2[CH2:33][CH2:34][O:35][CH2:36][CH:37]=2)O1. The catalyst is O1CCOCC1. The product is [O:35]1[CH2:34][CH:33]=[C:32]([C:2]2[CH:3]=[C:4]([N:11]3[CH2:16][CH2:15][N:14]([CH3:17])[CH2:13][CH2:12]3)[CH:5]=[CH:6][C:7]=2[N+:8]([O-:10])=[O:9])[CH2:37][CH2:36]1. The yield is 0.360.